This data is from Retrosynthesis with 50K atom-mapped reactions and 10 reaction types from USPTO. The task is: Predict the reactants needed to synthesize the given product. (1) Given the product COc1ccc2c(C(=O)c3ccc(OCCN4CCCCC4)cc3)c(-c3ccc(F)cc3F)ccc2c1, predict the reactants needed to synthesize it. The reactants are: COc1ccc2c(C(=O)c3ccc(OCCN4CCCCC4)cc3)c(OS(=O)(=O)C(F)(F)F)ccc2c1.OB(O)c1ccc(F)cc1F. (2) Given the product NC(=O)c1c(F)ccc(OCc2cc3cc(C(F)(F)F)ccc3s2)c1F, predict the reactants needed to synthesize it. The reactants are: NC(=O)c1c(F)ccc(O)c1F.OCc1cc2cc(C(F)(F)F)ccc2s1. (3) Given the product CCC[C@@H]1C[C@H](N(C)C(C)C)CC[C@@H]1N1CC[C@H](Nc2ccnc3ccc(C(F)(F)F)cc23)C1=O, predict the reactants needed to synthesize it. The reactants are: CCC[C@@H]1C[C@H](N(C)C(C)C)CC[C@@H]1N1CC[C@H](N)C1=O.FC(F)(F)c1ccc2nccc(Cl)c2c1. (4) Given the product Cc1nn(C(=O)OC(C)(C)C)c2ccc(N)cc12, predict the reactants needed to synthesize it. The reactants are: Cc1nn(C(=O)OC(C)(C)C)c2ccc([N+](=O)[O-])cc12. (5) Given the product C[N+]1(Cc2ccccc2)CCN(c2nc3ccccc3o2)CC1, predict the reactants needed to synthesize it. The reactants are: BrCc1ccccc1.CN1CCN(c2nc3ccccc3o2)CC1.